Task: Predict the reaction yield, written as a fraction of the theoretical maximum amount of product (1.0 means a 100% yield; for example, 0.34 means a 34% yield).. Dataset: Reaction yield outcomes from USPTO patents with 853,638 reactions (1) The reactants are [O:1]1[CH:5]=[CH:4][CH:3]=[C:2]1[C:6]1[N:7]=[C:8]([NH:20]C(=O)OC(C)(C)C)[S:9][C:10]=1[C:11]([C:13]1([CH3:19])[CH2:18][CH2:17][O:16][CH2:15][CH2:14]1)=[O:12]. The catalyst is FC(F)(F)C(O)=O. The product is [CH3:19][C:13]1([C:11]([C:10]2[S:9][C:8]([NH2:20])=[N:7][C:6]=2[C:2]2[O:1][CH:5]=[CH:4][CH:3]=2)=[O:12])[CH2:18][CH2:17][O:16][CH2:15][CH2:14]1. The yield is 1.00. (2) The reactants are [CH3:1][O:2][C:3]1[CH:12]=[CH:11][CH:10]=[C:9]2[C:4]=1[CH2:5][CH2:6][C:7](=O)[CH2:8]2.[CH2:14]([NH2:21])[C:15]1[CH:20]=[CH:19][CH:18]=[CH:17][CH:16]=1.CC(O)=O.[BH-](OC(C)=O)(OC(C)=O)OC(C)=O.[Na+].C([O-])(O)=O.[Na+]. The catalyst is C(Cl)Cl.O. The product is [CH2:14]([NH:21][CH:7]1[CH2:6][CH2:5][C:4]2[C:9](=[CH:10][CH:11]=[CH:12][C:3]=2[O:2][CH3:1])[CH2:8]1)[C:15]1[CH:20]=[CH:19][CH:18]=[CH:17][CH:16]=1. The yield is 0.740. (3) The reactants are [CH3:1][O:2][C:3](=[O:24])[C:4]1[CH:9]=[C:8]([F:10])[C:7](Cl)=[N:6][C:5]=1[NH:12][C:13]1[CH:18]=[CH:17][C:16]([Si:19]([CH3:22])([CH3:21])[CH3:20])=[CH:15][C:14]=1[F:23].[CH3:25][N:26](C=O)C. The catalyst is [C-]#N.[Zn+2].[C-]#N.C1C=CC([P]([Pd]([P](C2C=CC=CC=2)(C2C=CC=CC=2)C2C=CC=CC=2)([P](C2C=CC=CC=2)(C2C=CC=CC=2)C2C=CC=CC=2)[P](C2C=CC=CC=2)(C2C=CC=CC=2)C2C=CC=CC=2)(C2C=CC=CC=2)C2C=CC=CC=2)=CC=1. The product is [CH3:1][O:2][C:3](=[O:24])[C:4]1[CH:9]=[C:8]([F:10])[C:7]([C:25]#[N:26])=[N:6][C:5]=1[NH:12][C:13]1[CH:18]=[CH:17][C:16]([Si:19]([CH3:22])([CH3:21])[CH3:20])=[CH:15][C:14]=1[F:23]. The yield is 0.910. (4) The yield is 0.980. The reactants are [O:1]=[C:2]([CH3:9])[CH2:3][C:4]([O:6][CH2:7][CH3:8])=[O:5].[H-].[Na+].Br[CH2:13][C:14]([C:16]1[CH:21]=[CH:20][C:19]([Cl:22])=[CH:18][CH:17]=1)=[O:15]. The product is [C:2]([CH:3]([CH2:13][C:14]([C:16]1[CH:21]=[CH:20][C:19]([Cl:22])=[CH:18][CH:17]=1)=[O:15])[C:4]([O:6][CH2:7][CH3:8])=[O:5])(=[O:1])[CH3:9]. The catalyst is C(OCC)C. (5) The reactants are [F:1][C:2]1[CH:26]=[C:25]([N+:27]([O-])=O)[CH:24]=[CH:23][C:3]=1[O:4][C:5]1[CH:10]=[CH:9][N:8]=[C:7]2[CH:11]=[C:12]([C:14]([N:16]3[CH2:21][CH2:20][N:19]([CH3:22])[CH2:18][CH2:17]3)=[O:15])[S:13][C:6]=12.[Cl-].[NH4+]. The catalyst is CO.O.[Zn]. The product is [NH2:27][C:25]1[CH:24]=[CH:23][C:3]([O:4][C:5]2[CH:10]=[CH:9][N:8]=[C:7]3[CH:11]=[C:12]([C:14]([N:16]4[CH2:17][CH2:18][N:19]([CH3:22])[CH2:20][CH2:21]4)=[O:15])[S:13][C:6]=23)=[C:2]([F:1])[CH:26]=1. The yield is 0.660. (6) The reactants are [Cl:1][C:2]1[CH:3]=[C:4]([C:12]2([C:28]([F:31])([F:30])[F:29])[O:16][N:15]=[C:14]([C:17]3[CH:22]=[CH:21][C:20]([C:23]4([F:27])[CH2:26][NH:25][CH2:24]4)=[CH:19][CH:18]=3)[CH2:13]2)[CH:5]=[C:6]([C:8]([F:11])([F:10])[F:9])[CH:7]=1.C(N(CC)CC)C.[S:39](Cl)([CH3:42])(=[O:41])=[O:40]. The catalyst is C(Cl)Cl.CN(C1C=CN=CC=1)C. The product is [Cl:1][C:2]1[CH:3]=[C:4]([C:12]2([C:28]([F:31])([F:29])[F:30])[O:16][N:15]=[C:14]([C:17]3[CH:22]=[CH:21][C:20]([C:23]4([F:27])[CH2:26][N:25]([S:39]([CH3:42])(=[O:41])=[O:40])[CH2:24]4)=[CH:19][CH:18]=3)[CH2:13]2)[CH:5]=[C:6]([C:8]([F:11])([F:10])[F:9])[CH:7]=1. The yield is 0.940. (7) The reactants are [CH2:1]([O:3][C:4](=[O:14])[C:5]1[CH:10]=[C:9]([Cl:11])[C:8]([OH:12])=[C:7]([Cl:13])[CH:6]=1)C.[Na+].[I-].C([O-])([O-])=O.[K+].[K+].Br[CH2:24][CH:25]1[CH2:27][CH2:26]1. The product is [CH3:1][O:3][C:4](=[O:14])[C:5]1[CH:10]=[C:9]([Cl:11])[C:8]([O:12][CH2:24][CH:25]2[CH2:27][CH2:26]2)=[C:7]([Cl:13])[CH:6]=1. The catalyst is CC(C)=O. The yield is 0.790. (8) The reactants are [Cl:1][C:2]1[CH:3]=[C:4]([CH:27]=[CH:28][C:29]=1[O:30][CH2:31][C:32]1[CH:37]=[CH:36][CH:35]=[C:34]([F:38])[CH:33]=1)[NH:5][C:6]1[C:15]2[C:10](=[CH:11][C:12]([O:22][CH2:23][CH2:24][CH2:25]Cl)=[CH:13][C:14]=2[O:16][CH:17]2[CH2:21][CH2:20][CH2:19][CH2:18]2)[N:9]=[CH:8][N:7]=1.[CH3:39][O:40][CH2:41][CH2:42][NH:43][CH3:44]. No catalyst specified. The product is [ClH:1].[Cl:1][C:2]1[CH:3]=[C:4]([CH:27]=[CH:28][C:29]=1[O:30][CH2:31][C:32]1[CH:37]=[CH:36][CH:35]=[C:34]([F:38])[CH:33]=1)[NH:5][C:6]1[C:15]2[C:10](=[CH:11][C:12]([O:22][CH2:23][CH2:24][CH2:25][N:43]([CH2:42][CH2:41][O:40][CH3:39])[CH3:44])=[CH:13][C:14]=2[O:16][CH:17]2[CH2:18][CH2:19][CH2:20][CH2:21]2)[N:9]=[CH:8][N:7]=1. The yield is 0.600.